From a dataset of Full USPTO retrosynthesis dataset with 1.9M reactions from patents (1976-2016). Predict the reactants needed to synthesize the given product. The reactants are: [C:1]([C:3]1[CH:8]=[C:7]([O:9][CH2:10][CH:11]2[CH2:16][CH2:15][N:14]([CH2:17][C:18]([F:21])([CH3:20])[CH3:19])[CH2:13][CH2:12]2)[CH:6]=[CH:5][C:4]=1[C:22]1[CH:27]=[CH:26][C:25]([C:28]([O:30]C)=[O:29])=[CH:24][CH:23]=1)#[N:2].O[Li].O. Given the product [C:1]([C:3]1[CH:8]=[C:7]([O:9][CH2:10][CH:11]2[CH2:12][CH2:13][N:14]([CH2:17][C:18]([F:21])([CH3:20])[CH3:19])[CH2:15][CH2:16]2)[CH:6]=[CH:5][C:4]=1[C:22]1[CH:27]=[CH:26][C:25]([C:28]([OH:30])=[O:29])=[CH:24][CH:23]=1)#[N:2], predict the reactants needed to synthesize it.